This data is from Catalyst prediction with 721,799 reactions and 888 catalyst types from USPTO. The task is: Predict which catalyst facilitates the given reaction. (1) Reactant: [Cl:1][C:2]1[CH:7]=[CH:6][C:5]([CH:8]([NH:18][C:19]2[CH:24]=[C:23]([CH3:25])[C:22](=[O:26])[N:21]([CH3:27])[CH:20]=2)[C:9]2[C:10]([C:15](O)=[O:16])=[N:11][N:12]([CH3:14])[CH:13]=2)=[CH:4][CH:3]=1. Product: [Cl:1][C:2]1[CH:3]=[CH:4][C:5]([CH:8]2[C:9]3[C:10](=[N:11][N:12]([CH3:14])[CH:13]=3)[C:15](=[O:16])[N:18]2[C:19]2[CH:24]=[C:23]([CH3:25])[C:22](=[O:26])[N:21]([CH3:27])[CH:20]=2)=[CH:6][CH:7]=1. The catalyst class is: 61. (2) Reactant: [CH2:1]([C:3]1[C:7]([S:8]([C:11]2[CH:16]=[CH:15][C:14]([N+:17]([O-])=O)=[CH:13][CH:12]=2)(=[O:10])=[O:9])=[C:6]([CH2:20][CH3:21])[N:5]([C:22]([O:24][C:25]([CH3:28])([CH3:27])[CH3:26])=[O:23])[N:4]=1)[CH3:2]. Product: [NH2:17][C:14]1[CH:15]=[CH:16][C:11]([S:8]([C:7]2[C:3]([CH2:1][CH3:2])=[N:4][N:5]([C:22]([O:24][C:25]([CH3:28])([CH3:27])[CH3:26])=[O:23])[C:6]=2[CH2:20][CH3:21])(=[O:9])=[O:10])=[CH:12][CH:13]=1. The catalyst class is: 25. (3) Reactant: [Br:1]Br.[NH:3]1[CH2:10][CH2:9][CH2:8][NH:7][CH2:6][C:5]2[CH:11]=[CH:12][CH:13]=[N:14][C:4]1=2. Product: [Br:1][C:12]1[CH:13]=[N:14][C:4]2[NH:3][CH2:10][CH2:9][CH2:8][NH:7][CH2:6][C:5]=2[CH:11]=1. The catalyst class is: 699. (4) The catalyst class is: 10. Product: [CH:1]([O:14][C:15]([C:17]1[N:18]2[C@H:21]([S@:22](=[O:27])[CH2:23][C:24]=1[CH2:25][I:70])[C@H:20]([NH:28][C:29](=[O:68])/[C:30](=[N:45]\[O:46][C@@H:47]([CH2:60][C:61]([O:63][C:64]([CH3:67])([CH3:66])[CH3:65])=[O:62])[C:48]([O:50][CH2:51][C:52]1[CH:57]=[CH:56][C:55]([O:58][CH3:59])=[CH:54][CH:53]=1)=[O:49])/[C:31]1[N:32]=[C:33]([NH:37][C:38]([O:40][C:41]([CH3:44])([CH3:43])[CH3:42])=[O:39])[S:34][C:35]=1[Cl:36])[C:19]2=[O:69])=[O:16])([C:8]1[CH:13]=[CH:12][CH:11]=[CH:10][CH:9]=1)[C:2]1[CH:7]=[CH:6][CH:5]=[CH:4][CH:3]=1. Reactant: [CH:1]([O:14][C:15]([C:17]1[N:18]2[C@H:21]([S@:22](=[O:27])[CH2:23][C:24]=1[CH2:25]Cl)[C@H:20]([NH:28][C:29](=[O:68])/[C:30](=[N:45]\[O:46][C@@H:47]([CH2:60][C:61]([O:63][C:64]([CH3:67])([CH3:66])[CH3:65])=[O:62])[C:48]([O:50][CH2:51][C:52]1[CH:57]=[CH:56][C:55]([O:58][CH3:59])=[CH:54][CH:53]=1)=[O:49])/[C:31]1[N:32]=[C:33]([NH:37][C:38]([O:40][C:41]([CH3:44])([CH3:43])[CH3:42])=[O:39])[S:34][C:35]=1[Cl:36])[C:19]2=[O:69])=[O:16])([C:8]1[CH:13]=[CH:12][CH:11]=[CH:10][CH:9]=1)[C:2]1[CH:7]=[CH:6][CH:5]=[CH:4][CH:3]=1.[I-:70].[Na+]. (5) Reactant: FC(F)(F)C([NH:5][C@H:6]([C:8]1[CH:13]=[CH:12][C:11]([CH2:14][CH2:15][CH2:16][CH2:17][CH2:18][CH2:19][CH2:20][CH3:21])=[CH:10][CH:9]=1)[CH3:7])=O.[OH-].[Na+]. Product: [CH2:14]([C:11]1[CH:10]=[CH:9][C:8]([C@@H:6]([NH2:5])[CH3:7])=[CH:13][CH:12]=1)[CH2:15][CH2:16][CH2:17][CH2:18][CH2:19][CH2:20][CH3:21]. The catalyst class is: 24. (6) Reactant: [Cl:1][C:2]1[CH:3]=[N+:4]([O-:27])[CH:5]=[C:6]([Cl:26])[C:7]=1[CH2:8][C@@H:9]([C:11]1[CH:16]=[CH:15][C:14]([O:17][CH:18]([F:20])[F:19])=[C:13]([O:21][CH2:22][CH:23]2[CH2:25][CH2:24]2)[CH:12]=1)[OH:10].[CH2:28]([O:35][C:36]1[CH:44]=[CH:43][C:39]([C:40](O)=[O:41])=[CH:38][C:37]=1[N:45]([CH2:50][CH2:51][N:52]1[CH2:57][CH2:56][O:55][CH2:54][CH2:53]1)[S:46]([CH3:49])(=[O:48])=[O:47])[C:29]1[CH:34]=[CH:33][CH:32]=[CH:31][CH:30]=1.C(Cl)CCl. Product: [CH2:28]([O:35][C:36]1[CH:44]=[CH:43][C:39]([C:40]([O:10][C@H:9]([C:11]2[CH:16]=[CH:15][C:14]([O:17][CH:18]([F:20])[F:19])=[C:13]([O:21][CH2:22][CH:23]3[CH2:25][CH2:24]3)[CH:12]=2)[CH2:8][C:7]2[C:6]([Cl:26])=[CH:5][N+:4]([O-:27])=[CH:3][C:2]=2[Cl:1])=[O:41])=[CH:38][C:37]=1[N:45]([CH2:50][CH2:51][N:52]1[CH2:57][CH2:56][O:55][CH2:54][CH2:53]1)[S:46]([CH3:49])(=[O:48])=[O:47])[C:29]1[CH:30]=[CH:31][CH:32]=[CH:33][CH:34]=1. The catalyst class is: 239. (7) Reactant: [CH2:1]([N:8]1[CH2:17][C:16]2[CH:15]=[N:14][CH:13]=[C:12]([C:18]#N)[C:11]=2[CH2:10][CH2:9]1)[C:2]1[CH:7]=[CH:6][CH:5]=[CH:4][CH:3]=1.[OH-:20].[Na+].[CH2:22]([OH:24])C. Product: [CH3:22][O:24][C:18]([C:12]1[C:11]2[CH2:10][CH2:9][N:8]([CH2:1][C:2]3[CH:7]=[CH:6][CH:5]=[CH:4][CH:3]=3)[CH2:17][C:16]=2[CH:15]=[N:14][CH:13]=1)=[O:20]. The catalyst class is: 6.